From a dataset of Reaction yield outcomes from USPTO patents with 853,638 reactions. Predict the reaction yield, written as a fraction of the theoretical maximum amount of product (1.0 means a 100% yield; for example, 0.34 means a 34% yield). The reactants are [CH2:1]([C:3]1[N:4]([C:28]2[CH:33]=[CH:32][C:31]([C:34]([OH:37])([CH3:36])[CH3:35])=[CH:30][CH:29]=2)[C:5](=[O:27])[C:6]([CH2:12][C:13]2[CH:18]=[CH:17][C:16]([C:19]3[C:20]([C:25]#[N:26])=[CH:21][CH:22]=[CH:23][CH:24]=3)=[CH:15][CH:14]=2)=[C:7]([CH2:9][CH2:10][CH3:11])[N:8]=1)[CH3:2].[H-].[Na+].[CH3:40]I. The catalyst is CN(C)C=O.C(OCC)(=O)C. The product is [CH2:1]([C:3]1[N:4]([C:28]2[CH:33]=[CH:32][C:31]([C:34]([O:37][CH3:40])([CH3:35])[CH3:36])=[CH:30][CH:29]=2)[C:5](=[O:27])[C:6]([CH2:12][C:13]2[CH:14]=[CH:15][C:16]([C:19]3[C:20]([C:25]#[N:26])=[CH:21][CH:22]=[CH:23][CH:24]=3)=[CH:17][CH:18]=2)=[C:7]([CH2:9][CH2:10][CH3:11])[N:8]=1)[CH3:2]. The yield is 0.320.